This data is from Merck oncology drug combination screen with 23,052 pairs across 39 cell lines. The task is: Regression. Given two drug SMILES strings and cell line genomic features, predict the synergy score measuring deviation from expected non-interaction effect. (1) Drug 1: O=S1(=O)NC2(CN1CC(F)(F)F)C1CCC2Cc2cc(C=CCN3CCC(C(F)(F)F)CC3)ccc2C1. Drug 2: COC12C(COC(N)=O)C3=C(C(=O)C(C)=C(N)C3=O)N1CC1NC12. Cell line: ZR751. Synergy scores: synergy=-7.97. (2) Cell line: CAOV3. Drug 2: CC1(c2nc3c(C(N)=O)cccc3[nH]2)CCCN1. Synergy scores: synergy=15.6. Drug 1: O=C(O)C1(Cc2cccc(Nc3nccs3)n2)CCC(Oc2cccc(Cl)c2F)CC1. (3) Synergy scores: synergy=6.26. Drug 2: Cn1cc(-c2cnn3c(N)c(Br)c(C4CCCNC4)nc23)cn1. Drug 1: CN1C(=O)C=CC2(C)C3CCC4(C)C(NC(=O)OCC(F)(F)F)CCC4C3CCC12. Cell line: OV90. (4) Drug 1: N.N.O=C(O)C1(C(=O)O)CCC1.[Pt]. Drug 2: NC(=O)c1cccc2cn(-c3ccc(C4CCCNC4)cc3)nc12. Cell line: UACC62. Synergy scores: synergy=-3.09. (5) Drug 1: N#Cc1ccc(Cn2cncc2CN2CCN(c3cccc(Cl)c3)C(=O)C2)cc1. Drug 2: CCC1(O)C(=O)OCc2c1cc1n(c2=O)Cc2cc3c(CN(C)C)c(O)ccc3nc2-1. Cell line: UWB1289. Synergy scores: synergy=11.5. (6) Drug 1: O=C(NOCC(O)CO)c1ccc(F)c(F)c1Nc1ccc(I)cc1F. Drug 2: NC1CCCCC1N.O=C(O)C(=O)O.[Pt+2]. Cell line: MDAMB436. Synergy scores: synergy=2.10. (7) Drug 1: O=P1(N(CCCl)CCCl)NCCCO1. Drug 2: Cn1cc(-c2cnn3c(N)c(Br)c(C4CCCNC4)nc23)cn1. Cell line: OV90. Synergy scores: synergy=10.1. (8) Drug 1: C=CCn1c(=O)c2cnc(Nc3ccc(N4CCN(C)CC4)cc3)nc2n1-c1cccc(C(C)(C)O)n1. Drug 2: Cc1nc(Nc2ncc(C(=O)Nc3c(C)cccc3Cl)s2)cc(N2CCN(CCO)CC2)n1. Cell line: SKMEL30. Synergy scores: synergy=12.7. (9) Drug 1: N#Cc1ccc(Cn2cncc2CN2CCN(c3cccc(Cl)c3)C(=O)C2)cc1. Drug 2: NC1(c2ccc(-c3nc4ccn5c(=O)[nH]nc5c4cc3-c3ccccc3)cc2)CCC1. Cell line: COLO320DM. Synergy scores: synergy=26.2.